Dataset: Forward reaction prediction with 1.9M reactions from USPTO patents (1976-2016). Task: Predict the product of the given reaction. (1) The product is: [Cl:1][C:2]1[CH:3]=[CH:4][C:5]([C:6]([NH:8][CH:9]([CH2:13][C:14]2[C:23]3[C:18](=[CH:19][CH:20]=[CH:21][CH:22]=3)[NH:17][C:16](=[O:24])[CH:15]=2)[C:10]([S:11][CH2:27][C:28]2[CH:35]=[CH:34][CH:33]=[C:30]([CH3:31])[CH:29]=2)=[O:12])=[O:7])=[CH:25][CH:26]=1. Given the reactants [Cl:1][C:2]1[CH:26]=[CH:25][C:5]([C:6]([NH:8][CH:9]([CH2:13][C:14]2[C:23]3[C:18](=[CH:19][CH:20]=[CH:21][CH:22]=3)[NH:17][C:16](=[O:24])[CH:15]=2)[C:10]([OH:12])=[S:11])=[O:7])=[CH:4][CH:3]=1.[CH3:27][C:28]1[CH:29]=[C:30]([CH:33]=[CH:34][CH:35]=1)[CH2:31]Br, predict the reaction product. (2) Given the reactants [C:1]([CH2:3][NH:4][C:5](=[O:36])[C@H:6]([CH2:32][CH:33]([CH3:35])[CH3:34])[NH:7][C:8]1[C:12]([C:13]2[CH:18]=[CH:17][C:16]([N:19]3[CH2:24][CH2:23][N:22](C(OC(C)(C)C)=O)[CH2:21][CH2:20]3)=[CH:15][CH:14]=2)=[N:11][O:10][N:9]=1)#[N:2].CS(O)(=O)=O.C([O-])(O)=O.[Na+], predict the reaction product. The product is: [C:1]([CH2:3][NH:4][C:5](=[O:36])[C@H:6]([CH2:32][CH:33]([CH3:34])[CH3:35])[NH:7][C:8]1[C:12]([C:13]2[CH:14]=[CH:15][C:16]([N:19]3[CH2:20][CH2:21][NH:22][CH2:23][CH2:24]3)=[CH:17][CH:18]=2)=[N:11][O:10][N:9]=1)#[N:2].